Dataset: NCI-60 drug combinations with 297,098 pairs across 59 cell lines. Task: Regression. Given two drug SMILES strings and cell line genomic features, predict the synergy score measuring deviation from expected non-interaction effect. Synergy scores: CSS=16.9, Synergy_ZIP=-3.20, Synergy_Bliss=-6.20, Synergy_Loewe=-11.2, Synergy_HSA=-8.97. Drug 1: CCC1(CC2CC(C3=C(CCN(C2)C1)C4=CC=CC=C4N3)(C5=C(C=C6C(=C5)C78CCN9C7C(C=CC9)(C(C(C8N6C=O)(C(=O)OC)O)OC(=O)C)CC)OC)C(=O)OC)O.OS(=O)(=O)O. Drug 2: CCN(CC)CCCC(C)NC1=C2C=C(C=CC2=NC3=C1C=CC(=C3)Cl)OC. Cell line: K-562.